Dataset: Full USPTO retrosynthesis dataset with 1.9M reactions from patents (1976-2016). Task: Predict the reactants needed to synthesize the given product. (1) Given the product [Br:1][C:2]1[CH:3]=[C:4]([N:5]2[CH:29]=[C:19]([CH2:18][OH:17])[N:20]=[CH:23]2)[CH:6]=[CH:7][C:8]=1[F:9], predict the reactants needed to synthesize it. The reactants are: [Br:1][C:2]1[CH:3]=[C:4]([CH:6]=[CH:7][C:8]=1[F:9])[NH2:5].C([O:17][CH2:18][CH3:19])(OCC)OCC.[N+:20]([CH2:23]C(OCC)=O)([O-])=O.[C:29](O)(=O)C. (2) Given the product [NH2:6][C:7]1[CH:8]=[C:9]([CH:13]=[CH:14][C:15]=1[CH2:16][NH:17][CH2:18][CH2:19][CH2:20][N:21]1[CH2:25][CH2:24][CH2:23][C:22]1=[O:26])[C:10]([OH:1])=[O:11], predict the reactants needed to synthesize it. The reactants are: [OH2:1].O.Cl[Sn]Cl.[NH2:6][C:7]1[CH:8]=[C:9]([CH:13]=[CH:14][C:15]=1[CH2:16][NH:17][CH2:18][CH2:19][CH2:20][N:21]1[CH2:25][CH2:24][CH2:23][C:22]1=[O:26])[C:10](N)=[O:11].